This data is from Full USPTO retrosynthesis dataset with 1.9M reactions from patents (1976-2016). The task is: Predict the reactants needed to synthesize the given product. (1) The reactants are: [Cl:1][C:2]1[CH:7]=[CH:6][CH:5]=[C:4]([CH2:8][CH3:9])[C:3]=1[CH:10]=[C:11]1[CH:17]2[CH2:18][CH:14]([CH2:15][CH2:16]2)[C:13](=[O:19])[O:12]1.C[O-].[Na+].Cl.O. Given the product [Cl:1][C:2]1[CH:7]=[CH:6][CH:5]=[C:4]([CH2:8][CH3:9])[C:3]=1[CH:10]1[C:13](=[O:19])[CH:14]2[CH2:18][CH:17]([CH2:16][CH2:15]2)[C:11]1=[O:12], predict the reactants needed to synthesize it. (2) Given the product [OH:48][C@H:49]([CH3:50])[C:8]([N:5]1[CH2:6][CH2:7][C@@H:2]([O:1][C:17]2[CH:24]=[CH:23][C:22]([C:25]3[N:30]=[C:29]([NH:31][C:32]4[CH:37]=[CH:36][C:35]([N:38]5[CH2:43][CH2:42][N:41]([CH:44]6[CH2:47][O:46][CH2:45]6)[CH2:40][CH2:39]5)=[CH:34][CH:33]=4)[N:28]=[CH:27][N:26]=3)=[CH:21][C:18]=2[C:19]#[N:20])[CH2:3][C@H:4]1[CH3:15])=[O:10], predict the reactants needed to synthesize it. The reactants are: [OH:1][C@@H:2]1[CH2:7][CH2:6][N:5]([C:8]([O:10]C(C)(C)C)=O)[C@H:4]([CH3:15])[CH2:3]1.F[C:17]1[CH:24]=[CH:23][C:22]([C:25]2[N:30]=[C:29]([NH:31][C:32]3[CH:37]=[CH:36][C:35]([N:38]4[CH2:43][CH2:42][N:41]([CH:44]5[CH2:47][O:46][CH2:45]5)[CH2:40][CH2:39]4)=[CH:34][CH:33]=3)[N:28]=[CH:27][N:26]=2)=[CH:21][C:18]=1[C:19]#[N:20].[OH:48][C@H:49](C)[C:50](O)=O. (3) Given the product [Cl:1][C:2]1[C:3](=[O:25])[N:4]([CH3:24])[CH:5]=[C:6]([C:9]([N:11]2[CH2:16][CH2:15][CH:14]([C:17]3[CH:18]=[CH:19][C:20]([F:23])=[CH:21][CH:22]=3)[CH2:13][CH2:12]2)=[O:10])[C:7]=1[NH:31][C:30]1[CH:32]=[CH:33][C:27]([Cl:26])=[CH:28][C:29]=1[CH3:34], predict the reactants needed to synthesize it. The reactants are: [Cl:1][C:2]1[C:3](=[O:25])[N:4]([CH3:24])[CH:5]=[C:6]([C:9]([N:11]2[CH2:16][CH2:15][CH:14]([C:17]3[CH:22]=[CH:21][C:20]([F:23])=[CH:19][CH:18]=3)[CH2:13][CH2:12]2)=[O:10])[C:7]=1Cl.[Cl:26][C:27]1[CH:33]=[CH:32][C:30]([NH2:31])=[C:29]([CH3:34])[CH:28]=1. (4) Given the product [OH:13][C:7]12[CH2:9][CH:3]3[CH2:4][CH:5]([CH2:10][CH:1]([C:2]3=[O:11])[CH2:8]1)[CH2:6]2, predict the reactants needed to synthesize it. The reactants are: [CH:1]12[CH2:10][CH:5]3[CH2:6][CH:7]([CH2:9][CH:3]([CH2:4]3)[C:2]1=[O:11])[CH2:8]2.[N+]([O-])=[O:13].